Task: Regression. Given two drug SMILES strings and cell line genomic features, predict the synergy score measuring deviation from expected non-interaction effect.. Dataset: NCI-60 drug combinations with 297,098 pairs across 59 cell lines (1) Drug 1: CN1C2=C(C=C(C=C2)N(CCCl)CCCl)N=C1CCCC(=O)O.Cl. Drug 2: COCCOC1=C(C=C2C(=C1)C(=NC=N2)NC3=CC=CC(=C3)C#C)OCCOC.Cl. Cell line: OVCAR-8. Synergy scores: CSS=4.86, Synergy_ZIP=-0.939, Synergy_Bliss=1.92, Synergy_Loewe=-2.30, Synergy_HSA=0.460. (2) Drug 1: CC1=C(C=C(C=C1)NC2=NC=CC(=N2)N(C)C3=CC4=NN(C(=C4C=C3)C)C)S(=O)(=O)N.Cl. Drug 2: CN(CCCl)CCCl.Cl. Cell line: TK-10. Synergy scores: CSS=15.0, Synergy_ZIP=-0.659, Synergy_Bliss=1.39, Synergy_Loewe=-10.4, Synergy_HSA=0.106. (3) Drug 1: CC1=C(C=C(C=C1)NC2=NC=CC(=N2)N(C)C3=CC4=NN(C(=C4C=C3)C)C)S(=O)(=O)N.Cl. Drug 2: CC12CCC3C(C1CCC2=O)CC(=C)C4=CC(=O)C=CC34C. Cell line: KM12. Synergy scores: CSS=28.9, Synergy_ZIP=0.886, Synergy_Bliss=0.353, Synergy_Loewe=-15.1, Synergy_HSA=0.996. (4) Drug 1: CN1C2=C(C=C(C=C2)N(CCCl)CCCl)N=C1CCCC(=O)O.Cl. Drug 2: CCN(CC)CCCC(C)NC1=C2C=C(C=CC2=NC3=C1C=CC(=C3)Cl)OC. Cell line: NCI/ADR-RES. Synergy scores: CSS=18.5, Synergy_ZIP=-9.16, Synergy_Bliss=-4.48, Synergy_Loewe=-19.6, Synergy_HSA=-3.30. (5) Drug 1: CC12CCC3C(C1CCC2=O)CC(=C)C4=CC(=O)C=CC34C. Drug 2: C1=C(C(=O)NC(=O)N1)F. Cell line: PC-3. Synergy scores: CSS=47.6, Synergy_ZIP=3.25, Synergy_Bliss=2.47, Synergy_Loewe=5.36, Synergy_HSA=6.75. (6) Drug 1: C1CCC(C1)C(CC#N)N2C=C(C=N2)C3=C4C=CNC4=NC=N3. Drug 2: CCC(=C(C1=CC=CC=C1)C2=CC=C(C=C2)OCCN(C)C)C3=CC=CC=C3.C(C(=O)O)C(CC(=O)O)(C(=O)O)O. Cell line: U251. Synergy scores: CSS=1.72, Synergy_ZIP=-0.275, Synergy_Bliss=-0.322, Synergy_Loewe=-0.609, Synergy_HSA=-0.697. (7) Drug 1: C1=CC(=CC=C1CCCC(=O)O)N(CCCl)CCCl. Drug 2: CCCCC(=O)OCC(=O)C1(CC(C2=C(C1)C(=C3C(=C2O)C(=O)C4=C(C3=O)C=CC=C4OC)O)OC5CC(C(C(O5)C)O)NC(=O)C(F)(F)F)O. Cell line: CCRF-CEM. Synergy scores: CSS=48.4, Synergy_ZIP=-3.83, Synergy_Bliss=-9.43, Synergy_Loewe=-8.89, Synergy_HSA=-8.78.